Dataset: Reaction yield outcomes from USPTO patents with 853,638 reactions. Task: Predict the reaction yield, written as a fraction of the theoretical maximum amount of product (1.0 means a 100% yield; for example, 0.34 means a 34% yield). (1) The reactants are C[O:2][C:3](=O)[C:4]1[CH:9]=[CH:8][C:7]([S:10](=[O:13])(=[O:12])[NH2:11])=[CH:6][CH:5]=1.[BH4-].[Li+]. The catalyst is C1COCC1.CO. The product is [OH:2][CH2:3][C:4]1[CH:5]=[CH:6][C:7]([S:10]([NH2:11])(=[O:12])=[O:13])=[CH:8][CH:9]=1. The yield is 0.170. (2) The reactants are Cl.Cl[C:3]1[N:8]=[CH:7][N:6]=[C:5]([NH:9][C:10]2[CH:15]=[CH:14][C:13]([Cl:16])=[CH:12][CH:11]=2)[CH:4]=1.[CH2:17]([CH2:19][NH2:20])[OH:18].CCN(C(C)C)C(C)C. The catalyst is CCCCO. The product is [Cl:16][C:13]1[CH:14]=[CH:15][C:10]([NH:9][C:5]2[N:6]=[CH:7][N:8]=[C:3]([NH:20][CH2:19][CH2:17][OH:18])[CH:4]=2)=[CH:11][CH:12]=1. The yield is 0.670.